Dataset: Peptide-MHC class II binding affinity with 134,281 pairs from IEDB. Task: Regression. Given a peptide amino acid sequence and an MHC pseudo amino acid sequence, predict their binding affinity value. This is MHC class II binding data. (1) The peptide sequence is KTVSEGAVDIINKWQ. The MHC is DRB1_0901 with pseudo-sequence DRB1_0901. The binding affinity (normalized) is 0.0399. (2) The peptide sequence is EWKYFAATQFEPLAA. The MHC is HLA-DQA10101-DQB10501 with pseudo-sequence HLA-DQA10101-DQB10501. The binding affinity (normalized) is 0.478. (3) The peptide sequence is CDASILIDPLSNQSA. The MHC is HLA-DQA10501-DQB10301 with pseudo-sequence HLA-DQA10501-DQB10301. The binding affinity (normalized) is 0.104. (4) The peptide sequence is KNLYEKVKSQLKNNAKEEIGNGC. The MHC is DRB1_0401 with pseudo-sequence DRB1_0401. The binding affinity (normalized) is 0. (5) The peptide sequence is QMRMATPLLMRPM. The MHC is H-2-IAb with pseudo-sequence H-2-IAb. The binding affinity (normalized) is 0.536. (6) The peptide sequence is INEPTAALIAYGLDR. The MHC is HLA-DQA10102-DQB10602 with pseudo-sequence HLA-DQA10102-DQB10602. The binding affinity (normalized) is 0.790.